This data is from Reaction yield outcomes from USPTO patents with 853,638 reactions. The task is: Predict the reaction yield, written as a fraction of the theoretical maximum amount of product (1.0 means a 100% yield; for example, 0.34 means a 34% yield). (1) The yield is 0.980. The catalyst is O.C1C=CC(P(C2C=CC=CC=2)[C-]2C=CC=C2)=CC=1.C1C=CC(P(C2C=CC=CC=2)[C-]2C=CC=C2)=CC=1.Cl[Pd]Cl.[Fe+2].C(Cl)Cl.CCOC(C)=O. The product is [F:19][C:20]1[CH:25]=[CH:24][C:23]([C:2]2[CH:3]=[C:4]([C:15]([O:17][CH3:18])=[O:16])[C:5]3[C:6]([CH3:14])=[CH:7][N:8]([CH:11]([CH3:13])[CH3:12])[C:9]=3[CH:10]=2)=[CH:22][C:21]=1[CH:29]=[O:30]. The reactants are Br[C:2]1[CH:3]=[C:4]([C:15]([O:17][CH3:18])=[O:16])[C:5]2[C:6]([CH3:14])=[CH:7][N:8]([CH:11]([CH3:13])[CH3:12])[C:9]=2[CH:10]=1.[F:19][C:20]1[CH:25]=[CH:24][C:23](B(O)O)=[CH:22][C:21]=1[CH:29]=[O:30].P([O-])([O-])([O-])=O.[K+].[K+].[K+].O1CCOCC1. (2) The reactants are C1(S([N:10]2[C:18]3[C:13](=[CH:14][CH:15]=[CH:16][CH:17]=3)[C:12]([C:19]3[C:24]([Cl:25])=[CH:23][N:22]=[C:21]([NH:26][CH:27]4[CH2:32][N:31]([CH3:33])[CH2:30][C@@H:29]([NH:34][C:35](=[O:41])[O:36][C:37]([CH3:40])([CH3:39])[CH3:38])[CH2:28]4)[N:20]=3)=[CH:11]2)(=O)=O)C=CC=CC=1.C([O-])([O-])=O.[K+].[K+].O. The catalyst is CO. The product is [C:37]([O:36][C:35](=[O:41])[NH:34][C@H:29]1[CH2:28][CH:27]([NH:26][C:21]2[N:20]=[C:19]([C:12]3[C:13]4[C:18](=[CH:17][CH:16]=[CH:15][CH:14]=4)[NH:10][CH:11]=3)[C:24]([Cl:25])=[CH:23][N:22]=2)[CH2:32][N:31]([CH3:33])[CH2:30]1)([CH3:40])([CH3:39])[CH3:38]. The yield is 0.915. (3) The reactants are N[C:2]1[C:10]([Cl:11])=[CH:9][C:8]([O:12][C:13]([F:16])([F:15])[F:14])=[CH:7][C:3]=1[C:4]([OH:6])=[O:5].Cl.N([O-])=O.[Na+].[PH2](O)=O. The catalyst is O1CCOCC1.O. The product is [Cl:11][C:10]1[CH:2]=[C:3]([CH:7]=[C:8]([O:12][C:13]([F:14])([F:15])[F:16])[CH:9]=1)[C:4]([OH:6])=[O:5]. The yield is 0.460. (4) The reactants are Cl[C:2]1[N:3]([CH3:15])[C:4](=[O:14])[CH:5]=[C:6]([C:8]2[CH:13]=[CH:12][N:11]=[CH:10][N:9]=2)[N:7]=1.Cl.[CH3:17][CH:18]1[CH2:24][O:23][CH2:22][CH2:21][NH:20][CH2:19]1.C(N(CC)CC)C. The catalyst is O1CCCC1. The product is [CH3:15][N:3]1[C:4](=[O:14])[CH:5]=[C:6]([C:8]2[CH:13]=[CH:12][N:11]=[CH:10][N:9]=2)[N:7]=[C:2]1[N:20]1[CH2:19][CH:18]([CH3:17])[CH2:24][O:23][CH2:22][CH2:21]1. The yield is 0.600. (5) The yield is 0.630. The reactants are Br[C:2]1[CH:9]=[CH:8][C:5]([CH:6]=[O:7])=[CH:4][CH:3]=1.[C:10]1([C:16]#[CH:17])[CH:15]=[CH:14][CH:13]=[CH:12][CH:11]=1. The catalyst is C(N(CC)CC)C. The product is [C:10]1([C:16]#[C:17][C:2]2[CH:9]=[CH:8][C:5]([CH:6]=[O:7])=[CH:4][CH:3]=2)[CH:15]=[CH:14][CH:13]=[CH:12][CH:11]=1.